From a dataset of Catalyst prediction with 721,799 reactions and 888 catalyst types from USPTO. Predict which catalyst facilitates the given reaction. (1) Reactant: [OH:1][C:2]1[CH:6]=[CH:5][S:4][C:3]=1[C:7]([O:9]C)=[O:8].[OH-].[Li+]. Product: [OH:1][C:2]1[CH:6]=[CH:5][S:4][C:3]=1[C:7]([OH:9])=[O:8]. The catalyst class is: 193. (2) Product: [CH2:3]([N:10]1[CH2:16][CH2:15][CH2:14][N:13]([C:17]2[N:22]=[C:21]([CH3:23])[C:20]([CH:24]([CH2:29][CH2:30][CH3:31])[C:25]([OH:27])=[O:26])=[C:19]([C:32]3[CH:33]=[CH:34][C:35]([CH3:38])=[CH:36][CH:37]=3)[N:18]=2)[CH2:12][CH2:11]1)[C:4]1[CH:5]=[CH:6][CH:7]=[CH:8][CH:9]=1. Reactant: [OH-].[Na+].[CH2:3]([N:10]1[CH2:16][CH2:15][CH2:14][N:13]([C:17]2[N:22]=[C:21]([CH3:23])[C:20]([CH:24]([CH2:29][CH2:30][CH3:31])[C:25]([O:27]C)=[O:26])=[C:19]([C:32]3[CH:37]=[CH:36][C:35]([CH3:38])=[CH:34][CH:33]=3)[N:18]=2)[CH2:12][CH2:11]1)[C:4]1[CH:9]=[CH:8][CH:7]=[CH:6][CH:5]=1. The catalyst class is: 5. (3) Reactant: [H-].[Na+].[N:3]1[CH:8]=[CH:7][CH:6]=[CH:5][C:4]=1[CH2:9][O:10][C:11]1[CH:16]=[CH:15][C:14]([C:17]2([C:24]3[CH:29]=[CH:28][C:27]([C:30]4[O:34][C:33](=[O:35])[NH:32][N:31]=4)=[CH:26][CH:25]=3)[CH2:22][CH:21]3[CH2:23][CH:18]2[CH2:19][CH2:20]3)=[CH:13][CH:12]=1.[CH2:36](I)[CH3:37]. Product: [CH2:36]([N:32]1[N:31]=[C:30]([C:27]2[CH:28]=[CH:29][C:24]([C:17]3([C:14]4[CH:15]=[CH:16][C:11]([O:10][CH2:9][C:4]5[CH:5]=[CH:6][CH:7]=[CH:8][N:3]=5)=[CH:12][CH:13]=4)[CH2:22][CH:21]4[CH2:23][CH:18]3[CH2:19][CH2:20]4)=[CH:25][CH:26]=2)[O:34][C:33]1=[O:35])[CH3:37]. The catalyst class is: 3. (4) Reactant: [C:1]1([CH:7]([NH:9][C:10]2[CH2:15][CH2:14][N:13]([C:16]([O:18][C:19]([CH3:22])([CH3:21])[CH3:20])=[O:17])[CH2:12][C:11]=2[C:23]([O:25][CH2:26][CH3:27])=[O:24])[CH3:8])[CH:6]=[CH:5][CH:4]=[CH:3][CH:2]=1.C(O[BH-](OC(=O)C)OC(=O)C)(=O)C.[Na+].C(O)(=O)C. Product: [C:1]1([CH:7]([NH:9][CH:10]2[CH2:15][CH2:14][N:13]([C:16]([O:18][C:19]([CH3:22])([CH3:20])[CH3:21])=[O:17])[CH2:12][CH:11]2[C:23]([O:25][CH2:26][CH3:27])=[O:24])[CH3:8])[CH:6]=[CH:5][CH:4]=[CH:3][CH:2]=1. The catalyst class is: 11. (5) Product: [CH3:1][N:2]1[C:10]2[C:9]([O:11][C:12]3[CH:18]=[CH:17][C:15]([NH:16][C:33]([NH:32][C:26]4[CH:31]=[CH:30][CH:29]=[CH:28][CH:27]=4)=[S:34])=[CH:14][CH:13]=3)=[N:8][CH:7]=[N:6][C:5]=2[CH:4]=[CH:3]1. The catalyst class is: 7. Reactant: [CH3:1][N:2]1[C:10]2[C:9]([O:11][C:12]3[CH:18]=[CH:17][C:15]([NH2:16])=[CH:14][CH:13]=3)=[N:8][CH:7]=[N:6][C:5]=2[CH:4]=[CH:3]1.C(N(CC)CC)C.[C:26]1([N:32]=[C:33]=[S:34])[CH:31]=[CH:30][CH:29]=[CH:28][CH:27]=1. (6) The catalyst class is: 36. Reactant: [C:1]([O:5][C:6]([N:8]([CH2:21][C@@H:22]1[C@@H:27]([C:28]2[CH:33]=[CH:32][CH:31]=[CH:30][C:29]=2[F:34])[CH2:26][CH2:25][N:24]([C:35]2[C:44]([F:45])=[CH:43][C:38]([C:39]([O:41]C)=[O:40])=[CH:37][C:36]=2[F:46])[CH2:23]1)[C@@H:9]([C:11]1[C:20]2[C:15](=[CH:16][CH:17]=[CH:18][CH:19]=2)[CH:14]=[CH:13][CH:12]=1)[CH3:10])=[O:7])([CH3:4])([CH3:3])[CH3:2].[OH-].[Na+].Cl. Product: [C:1]([O:5][C:6]([N:8]([CH2:21][CH:22]1[CH:27]([C:28]2[CH:33]=[CH:32][CH:31]=[CH:30][C:29]=2[F:34])[CH2:26][CH2:25][N:24]([C:35]2[C:44]([F:45])=[CH:43][C:38]([C:39]([OH:41])=[O:40])=[CH:37][C:36]=2[F:46])[CH2:23]1)[C@@H:9]([C:11]1[C:20]2[C:15](=[CH:16][CH:17]=[CH:18][CH:19]=2)[CH:14]=[CH:13][CH:12]=1)[CH3:10])=[O:7])([CH3:2])([CH3:3])[CH3:4]. (7) Reactant: [NH2:1][C:2]1[N:3]=[N:4][C:5]([Cl:8])=[CH:6][CH:7]=1.C(=O)(O)[O-].[Na+].[Br:14]Br. Product: [Br:14][C:7]1[CH:6]=[C:5]([Cl:8])[N:4]=[N:3][C:2]=1[NH2:1]. The catalyst class is: 5.